Dataset: Retrosynthesis with 50K atom-mapped reactions and 10 reaction types from USPTO. Task: Predict the reactants needed to synthesize the given product. Given the product COCCCN(C(C)=O)c1cc(CO)ccc1C, predict the reactants needed to synthesize it. The reactants are: CC(=O)Nc1cc(CO)ccc1C.COCCCCl.